This data is from Forward reaction prediction with 1.9M reactions from USPTO patents (1976-2016). The task is: Predict the product of the given reaction. Given the reactants [CH3:1][C:2]1[CH:25]=[C:24]([N+:26]([O-])=O)[CH:23]=[C:22]([CH3:29])[C:3]=1[O:4][C:5]1[CH:10]=[CH:9][C:8]([OH:11])=[C:7]([S:12]([C:15]2[CH:20]=[CH:19][C:18]([F:21])=[CH:17][CH:16]=2)(=[O:14])=[O:13])[CH:6]=1.C(OCC)(=O)C, predict the reaction product. The product is: [NH2:26][C:24]1[CH:23]=[C:22]([CH3:29])[C:3]([O:4][C:5]2[CH:10]=[CH:9][C:8]([OH:11])=[C:7]([S:12]([C:15]3[CH:16]=[CH:17][C:18]([F:21])=[CH:19][CH:20]=3)(=[O:14])=[O:13])[CH:6]=2)=[C:2]([CH3:1])[CH:25]=1.